This data is from NCI-60 drug combinations with 297,098 pairs across 59 cell lines. The task is: Regression. Given two drug SMILES strings and cell line genomic features, predict the synergy score measuring deviation from expected non-interaction effect. (1) Drug 1: CCCS(=O)(=O)NC1=C(C(=C(C=C1)F)C(=O)C2=CNC3=C2C=C(C=N3)C4=CC=C(C=C4)Cl)F. Drug 2: C1=CC(=CC=C1CCCC(=O)O)N(CCCl)CCCl. Cell line: NCI-H226. Synergy scores: CSS=5.26, Synergy_ZIP=-3.94, Synergy_Bliss=-2.46, Synergy_Loewe=-5.16, Synergy_HSA=-4.24. (2) Drug 1: COC1=NC(=NC2=C1N=CN2C3C(C(C(O3)CO)O)O)N. Drug 2: C1=NC2=C(N=C(N=C2N1C3C(C(C(O3)CO)O)F)Cl)N. Cell line: T-47D. Synergy scores: CSS=-4.41, Synergy_ZIP=4.39, Synergy_Bliss=1.61, Synergy_Loewe=-10.0, Synergy_HSA=-6.89.